Dataset: Merck oncology drug combination screen with 23,052 pairs across 39 cell lines. Task: Regression. Given two drug SMILES strings and cell line genomic features, predict the synergy score measuring deviation from expected non-interaction effect. Drug 1: CCC1(O)CC2CN(CCc3c([nH]c4ccccc34)C(C(=O)OC)(c3cc4c(cc3OC)N(C)C3C(O)(C(=O)OC)C(OC(C)=O)C5(CC)C=CCN6CCC43C65)C2)C1. Drug 2: C#Cc1cccc(Nc2ncnc3cc(OCCOC)c(OCCOC)cc23)c1. Cell line: PA1. Synergy scores: synergy=10.7.